Dataset: CYP3A4 inhibition data for predicting drug metabolism from PubChem BioAssay. Task: Regression/Classification. Given a drug SMILES string, predict its absorption, distribution, metabolism, or excretion properties. Task type varies by dataset: regression for continuous measurements (e.g., permeability, clearance, half-life) or binary classification for categorical outcomes (e.g., BBB penetration, CYP inhibition). Dataset: cyp3a4_veith. (1) The molecule is Cc1ccc(S(=O)(=O)N=Nc2c(O)[nH]c3cc(O)c(C(=O)O)cc23)cc1. The result is 0 (non-inhibitor). (2) The molecule is Clc1ccccc1NN(Cc1ccncc1)c1ccccc1Cl. The result is 1 (inhibitor). (3) The compound is Cc1cc(C=C(C#N)C#N)c(C)n1-c1ccccc1. The result is 0 (non-inhibitor). (4) The molecule is COc1cccc(-c2cncnc2-n2ccnc2)c1. The result is 1 (inhibitor). (5) The drug is CCC(C)NC(=O)C1CCCN(C(=O)NC2CCCCC2)C1. The result is 0 (non-inhibitor). (6) The molecule is Cc1ccc(CNC(=O)Cn2c(=O)oc3ccccc32)o1. The result is 0 (non-inhibitor). (7) The compound is CCCOc1ccc(OCCNC2CCCC2)cc1. The result is 0 (non-inhibitor). (8) The drug is CCOC(=O)Cn1c(CN(Cc2ccccc2)Cc2ccccc2)nc2c1c(=O)[nH]c(=O)n2C. The result is 1 (inhibitor). (9) The molecule is O=C(O)C(O)(c1ccc(-c2ccccc2)cc1)c1ccc(-c2ccccc2)cc1. The result is 0 (non-inhibitor).